From a dataset of Reaction yield outcomes from USPTO patents with 853,638 reactions. Predict the reaction yield, written as a fraction of the theoretical maximum amount of product (1.0 means a 100% yield; for example, 0.34 means a 34% yield). (1) The yield is 0.770. The reactants are [O:1]=[C:2]1[CH2:7][CH2:6][N:5]([C:8]2[C:13]([F:14])=[CH:12][C:11]([N:15]3[CH2:19][C@H:18]([CH2:20][NH:21][C:22](=[O:24])[CH3:23])[O:17][C:16]3=[O:25])=[CH:10][C:9]=2[F:26])[CH2:4][CH2:3]1.[CH2:27](O)[CH2:28][OH:29].C1(C)C=CC(S(O)(=O)=O)=CC=1. The product is [O:29]1[C:2]2([CH2:3][CH2:4][N:5]([C:8]3[C:13]([F:14])=[CH:12][C:11]([N:15]4[CH2:19][C@H:18]([CH2:20][NH:21][C:22](=[O:24])[CH3:23])[O:17][C:16]4=[O:25])=[CH:10][C:9]=3[F:26])[CH2:6][CH2:7]2)[O:1][CH2:27][CH2:28]1. The catalyst is C1(C)C=CC=CC=1. (2) The reactants are C(O[C:6](=[O:21])[NH:7][C:8]1[CH:13]=[CH:12][C:11]([C:14]2[CH:19]=[CH:18][C:17]([Br:20])=[CH:16][CH:15]=2)=[CH:10][CH:9]=1)(C)(C)C.Cl.[N:23]1([C:31]([O:33][C:34]([CH3:37])([CH3:36])[CH3:35])=[O:32])[CH2:30][CH2:29][CH2:28][C@H:24]1C(O)=O.CN(C(ON1N=NC2C=CC=NC1=2)=[N+](C)C)C.F[P-](F)(F)(F)(F)F.CCN(C(C)C)C(C)C. The catalyst is CO.CN(C=O)C.C(OCC)(=O)C. The product is [C:34]([O:33][C:31]([N:23]1[CH2:30][CH2:29][CH2:28][CH:24]1[C:6](=[O:21])[NH:7][C:8]1[CH:9]=[CH:10][C:11]([C:14]2[CH:15]=[CH:16][C:17]([Br:20])=[CH:18][CH:19]=2)=[CH:12][CH:13]=1)=[O:32])([CH3:37])([CH3:35])[CH3:36]. The yield is 0.950.